This data is from Catalyst prediction with 721,799 reactions and 888 catalyst types from USPTO. The task is: Predict which catalyst facilitates the given reaction. The catalyst class is: 597. Product: [CH3:13][O:12][C:11]1[CH:14]=[CH:15][CH:16]=[C:8]([CH:7]=[CH2:1])[C:9]=1[OH:10]. Reactant: [CH2:1]([Li])CCC.O=[CH:7][C:8]1[CH:16]=[CH:15][CH:14]=[C:11]([O:12][CH3:13])[C:9]=1[OH:10].